Dataset: Full USPTO retrosynthesis dataset with 1.9M reactions from patents (1976-2016). Task: Predict the reactants needed to synthesize the given product. (1) Given the product [C:31]([O:30][C:28]([N:23]1[C@H:22]([CH2:20][OH:19])[CH2:27][C@H:26]2[C@@H:24]1[CH2:25]2)=[O:29])([CH3:34])([CH3:33])[CH3:32], predict the reactants needed to synthesize it. The reactants are: CC(C[AlH]CC(C)C)C.C1(C)C=CC=CC=1.C([O:19][C:20]([C@@H:22]1[CH2:27][C@H:26]2[C@H:24]([CH2:25]2)[N:23]1[C:28]([O:30][C:31]([CH3:34])([CH3:33])[CH3:32])=[O:29])=O)C.[OH-].[Na+]. (2) Given the product [Cl:1][C:2]1[CH:7]=[CH:6][C:5]([C:12]2[CH:17]=[CH:16][CH:15]=[CH:14][N:13]=2)=[CH:4][CH:3]=1, predict the reactants needed to synthesize it. The reactants are: [Cl:1][C:2]1[CH:7]=[CH:6][C:5](B(O)O)=[CH:4][CH:3]=1.Br[C:12]1[CH:17]=[CH:16][CH:15]=[CH:14][N:13]=1.C(=O)([O-])[O-].[K+].[K+]. (3) Given the product [NH2:30][C:31]1[N:36]=[CH:35][C:34]([C:2]2[N:3]=[C:4]([N:24]3[CH2:29][CH2:28][O:27][CH2:26][CH2:25]3)[C:5]3[S:10][C:9]([C:11]4[CH:12]=[C:13]([CH2:16][N:17]5[CH2:21][CH2:20][CH:19]([OH:22])[CH2:18]5)[S:14][CH:15]=4)=[C:8]([CH3:23])[C:6]=3[N:7]=2)=[CH:33][N:32]=1, predict the reactants needed to synthesize it. The reactants are: Cl[C:2]1[N:3]=[C:4]([N:24]2[CH2:29][CH2:28][O:27][CH2:26][CH2:25]2)[C:5]2[S:10][C:9]([C:11]3[CH:12]=[C:13]([CH2:16][N:17]4[CH2:21][CH2:20][CH:19]([OH:22])[CH2:18]4)[S:14][CH:15]=3)=[C:8]([CH3:23])[C:6]=2[N:7]=1.[NH2:30][C:31]1[N:36]=[CH:35][C:34](B2OC(C)(C)C(C)(C)O2)=[CH:33][N:32]=1.